Dataset: Forward reaction prediction with 1.9M reactions from USPTO patents (1976-2016). Task: Predict the product of the given reaction. (1) Given the reactants [Cl:1][S:2]([OH:5])(=O)=[O:3].[CH3:6][O:7][C:8]1[CH:17]=[C:16]2[C:11]([CH2:12][CH2:13][CH:14]([NH:18][C:19](=[O:21])[CH3:20])[CH2:15]2)=[CH:10][CH:9]=1, predict the reaction product. The product is: [C:19]([NH:18][CH:14]1[CH2:13][CH2:12][C:11]2[CH:10]=[C:9]([S:2]([Cl:1])(=[O:5])=[O:3])[C:8]([O:7][CH3:6])=[CH:17][C:16]=2[CH2:15]1)(=[O:21])[CH3:20]. (2) Given the reactants BrCCCC[N:6]1[CH:11]=[CH:10][C:9]([NH:12][C:13](=[O:26])[CH2:14][C:15]2[CH:20]=[CH:19][CH:18]=[C:17]([O:21][C:22]([F:25])([F:24])[F:23])[CH:16]=2)=[N:8][C:7]1=[O:27].[N-]=[N+]=[N-].[Na+], predict the reaction product. The product is: [O:27]=[C:7]1[N:8]=[C:9]([NH:12][C:13](=[O:26])[CH2:14][C:15]2[CH:20]=[CH:19][CH:18]=[C:17]([O:21][C:22]([F:25])([F:23])[F:24])[CH:16]=2)[CH:10]=[CH:11][NH:6]1. (3) Given the reactants [F:1][C:2]1[CH:7]=[C:6]([CH3:8])[CH:5]=[C:4]([CH3:9])[N:3]=1.[Cl:10]N1C(=O)CCC1=O.C(OOC(=O)C1C=CC=CC=1)(=O)C1C=CC=CC=1, predict the reaction product. The product is: [Cl:10][CH2:8][C:6]1[CH:5]=[C:4]([CH3:9])[N:3]=[C:2]([F:1])[CH:7]=1. (4) Given the reactants [CH2:1]([OH:4])[C:2]#[CH:3].[Cl:5][C:6]1[CH:32]=[CH:31][C:9]([CH2:10][NH:11][C:12]([C:14]2[C:15](=[O:30])[C:16]3[C:17]4[N:18]([CH:29]=2)[CH2:19][C:20](=[O:28])[N:21]([CH3:27])[C:22]=4[CH:23]=[C:24](I)[CH:25]=3)=[O:13])=[CH:8][CH:7]=1, predict the reaction product. The product is: [Cl:5][C:6]1[CH:32]=[CH:31][C:9]([CH2:10][NH:11][C:12]([C:14]2[C:15](=[O:30])[C:16]3[C:17]4[N:18]([CH:29]=2)[CH2:19][C:20](=[O:28])[N:21]([CH3:27])[C:22]=4[CH:23]=[C:24]([C:3]#[C:2][CH2:1][OH:4])[CH:25]=3)=[O:13])=[CH:8][CH:7]=1. (5) Given the reactants [C:1]([O:5][C:6](=[O:29])[NH:7][CH:8]([C:22]1[CH:27]=[CH:26][CH:25]=[CH:24][C:23]=1[F:28])[CH:9]1[CH2:13][CH2:12][N:11]([C@H](C2C=CC=CC=2)C)[CH2:10]1)([CH3:4])([CH3:3])[CH3:2].Cl[C:31]([O:33][CH2:34][C:35]1[CH:40]=[CH:39][CH:38]=[CH:37][CH:36]=1)=[O:32], predict the reaction product. The product is: [CH2:34]([O:33][C:31]([N:11]1[CH2:12][CH2:13][CH:9]([CH:8]([NH:7][C:6]([O:5][C:1]([CH3:4])([CH3:3])[CH3:2])=[O:29])[C:22]2[CH:27]=[CH:26][CH:25]=[CH:24][C:23]=2[F:28])[CH2:10]1)=[O:32])[C:35]1[CH:40]=[CH:39][CH:38]=[CH:37][CH:36]=1. (6) Given the reactants [I:1][C:2]1[CH:11]=[CH:10][C:5]2[C:6]([CH3:9])=[N:7][O:8][C:4]=2[C:3]=1/[CH:12]=C/C.IC1C=CC2C(C)=N[O:22]C=2C=1/C=C\C.I([O-])(=O)(=O)=O.[Na+].S([O-])([O-])=O.[Na+].[Na+], predict the reaction product. The product is: [I:1][C:2]1[CH:11]=[CH:10][C:5]2[C:6]([CH3:9])=[N:7][O:8][C:4]=2[C:3]=1[CH:12]=[O:22].